This data is from Forward reaction prediction with 1.9M reactions from USPTO patents (1976-2016). The task is: Predict the product of the given reaction. The product is: [NH2:24][C@@H:19]([CH2:20][CH:21]([CH3:23])[CH3:22])[CH2:18][O:17][C:13]1[C:14]([CH3:16])=[CH:15][C:10]2[C:9]3[C:4](=[CH:5][N:6]=[CH:7][CH:8]=3)[C:3](=[O:32])[N:2]([CH3:1])[C:11]=2[CH:12]=1. Given the reactants [CH3:1][N:2]1[C:11]2[CH:12]=[C:13]([O:17][CH2:18][C@@H:19]([NH:24]C(=O)OC(C)(C)C)[CH2:20][CH:21]([CH3:23])[CH3:22])[C:14]([CH3:16])=[CH:15][C:10]=2[C:9]2[C:4](=[CH:5][N:6]=[CH:7][CH:8]=2)[C:3]1=[O:32].Cl.O1CCOCC1, predict the reaction product.